From a dataset of Reaction yield outcomes from USPTO patents with 853,638 reactions. Predict the reaction yield, written as a fraction of the theoretical maximum amount of product (1.0 means a 100% yield; for example, 0.34 means a 34% yield). (1) The reactants are [C:1]([O:5][C:6]([N:8]1[CH2:13][CH:12]=[C:11]([C:14]2[CH:19]=[CH:18][C:17]([NH2:20])=[CH:16][CH:15]=2)[CH2:10][CH2:9]1)=[O:7])([CH3:4])([CH3:3])[CH3:2]. The catalyst is CO.[Pd]. The product is [C:1]([O:5][C:6]([N:8]1[CH2:13][CH2:12][CH:11]([C:14]2[CH:19]=[CH:18][C:17]([NH2:20])=[CH:16][CH:15]=2)[CH2:10][CH2:9]1)=[O:7])([CH3:4])([CH3:2])[CH3:3]. The yield is 1.00. (2) The reactants are [CH3:1][C:2]([NH2:6])([CH2:4][CH3:5])[CH3:3].[Br:7][C:8]1[CH:13]=[CH:12][CH:11]=[CH:10][C:9]=1[S:14](Cl)(=[O:16])=[O:15]. The catalyst is ClCCl. The product is [Br:7][C:8]1[CH:13]=[CH:12][CH:11]=[CH:10][C:9]=1[S:14]([NH:6][C:2]([CH3:3])([CH3:1])[CH2:4][CH3:5])(=[O:16])=[O:15]. The yield is 0.870.